Dataset: Peptide-MHC class I binding affinity with 185,985 pairs from IEDB/IMGT. Task: Regression. Given a peptide amino acid sequence and an MHC pseudo amino acid sequence, predict their binding affinity value. This is MHC class I binding data. (1) The peptide sequence is PARFYPKVTKY. The MHC is Patr-B0101 with pseudo-sequence Patr-B0101. The binding affinity (normalized) is 0. (2) The peptide sequence is NIDPEHLDY. The MHC is HLA-A26:01 with pseudo-sequence HLA-A26:01. The binding affinity (normalized) is 0.0847. (3) The peptide sequence is TPGPGIRYPL. The MHC is HLA-C06:02 with pseudo-sequence HLA-C06:02. The binding affinity (normalized) is 0. (4) The peptide sequence is EYIDSAWEW. The MHC is HLA-A02:06 with pseudo-sequence HLA-A02:06. The binding affinity (normalized) is 0.0128. (5) The peptide sequence is TMTLWYMWQV. The MHC is HLA-A02:17 with pseudo-sequence HLA-A02:17. The binding affinity (normalized) is 0.439. (6) The MHC is HLA-A24:02 with pseudo-sequence HLA-A24:02. The peptide sequence is LSIRGNSNY. The binding affinity (normalized) is 0. (7) The peptide sequence is EEKAFSPEV. The MHC is Patr-B2401 with pseudo-sequence Patr-B2401. The binding affinity (normalized) is 0.0508.